Dataset: Full USPTO retrosynthesis dataset with 1.9M reactions from patents (1976-2016). Task: Predict the reactants needed to synthesize the given product. (1) Given the product [OH:1][C@@:2]1([CH3:35])[CH2:6][O:5][N:4]([C:7]([C:9]2[C:17]3[C:16](=[O:18])[N:15]([CH3:19])[C:14](=[O:20])[N:13]([CH:21]([CH3:22])[CH3:23])[C:12]=3[S:11][C:10]=2[CH2:24][C:25]2[C:26]([C:31]([F:32])([F:33])[F:34])=[N:27][NH:28][C:29]=2[CH3:30])=[O:8])[CH2:3]1, predict the reactants needed to synthesize it. The reactants are: [OH:1][C@:2]1([CH3:35])[CH2:6][O:5][N:4]([C:7]([C:9]2[C:17]3[C:16](=[O:18])[N:15]([CH3:19])[C:14](=[O:20])[N:13]([CH:21]([CH3:23])[CH3:22])[C:12]=3[S:11][C:10]=2[CH2:24][C:25]2[C:26]([C:31]([F:34])([F:33])[F:32])=[N:27][NH:28][C:29]=2[CH3:30])=[O:8])[CH2:3]1.Cl.C[C@]1(O)CONC1.[N+](C1C=C(S(OC[C@@]2(C)CO2)(=O)=O)C=CC=1)([O-])=O.F[P-](F)(F)(F)(F)F.N1(OC(N(C)C)=[N+](C)C)C2N=CC=CC=2N=N1. (2) The reactants are: [F:1][C:2]1[CH:3]=[C:4](B(O)O)[CH:5]=[CH:6][C:7]=1[CH3:8].[NH:12]1[CH:16]=[N:15][C:14]([C:17]([O:19]C)=[O:18])=[N:13]1.ClC1C=C(N2C=NC(C(O)=O)=N2)C=CC=1. Given the product [F:1][C:2]1[CH:3]=[C:4]([N:12]2[CH:16]=[N:15][C:14]([C:17]([OH:19])=[O:18])=[N:13]2)[CH:5]=[CH:6][C:7]=1[CH3:8], predict the reactants needed to synthesize it. (3) Given the product [CH3:15][N:16]([CH3:26])[C:17]1[CH:25]=[CH:24][C:20]([C:21]([N:6]2[CH:7]([C:29]3[C:30]4[C:35](=[CH:34][CH:33]=[CH:32][CH:31]=4)[NH:27][CH:28]=3)[C:8]3[C:13](=[CH:12][CH:11]=[CH:10][CH:9]=3)[C:14]3[CH:1]=[CH:2][CH:3]=[CH:4][C:5]2=3)=[O:22])=[CH:19][CH:18]=1, predict the reactants needed to synthesize it. The reactants are: [CH:1]1[C:14]2[C:5](=[N:6][CH:7]=[C:8]3[C:13]=2[CH:12]=[CH:11][CH:10]=[CH:9]3)[CH:4]=[CH:3][CH:2]=1.[CH3:15][N:16]([CH3:26])[C:17]1[CH:25]=[CH:24][C:20]([C:21](Cl)=[O:22])=[CH:19][CH:18]=1.[NH:27]1[C:35]2[C:30](=[CH:31][CH:32]=[CH:33][CH:34]=2)[CH:29]=[CH:28]1. (4) Given the product [NH2:11][C:5]1[CH:4]=[CH:3][C:2]([Cl:1])=[CH:13][C:6]=1[C:7]([NH:15][CH3:14])=[O:8], predict the reactants needed to synthesize it. The reactants are: [Cl:1][C:2]1[CH:13]=[C:6]2[C:7](OC(=O)[NH:11][C:5]2=[CH:4][CH:3]=1)=[O:8].[CH3:14][NH2:15].C(OCC)(=O)C.O. (5) Given the product [O:1]1[CH2:5][CH2:4][O:3][CH:2]1[CH2:6][C:7]1([CH2:16][N:17]([CH3:27])[C:18](=[O:24])[O:19][C:20]([CH3:21])([CH3:23])[CH3:22])[C:15]2[C:10](=[CH:11][CH:12]=[CH:13][CH:14]=2)[CH2:9][CH2:8]1, predict the reactants needed to synthesize it. The reactants are: [O:1]1[CH2:5][CH2:4][O:3][CH:2]1[CH2:6][C:7]1([CH2:16][NH:17][C:18](=[O:24])[O:19][C:20]([CH3:23])([CH3:22])[CH3:21])[C:15]2[C:10](=[CH:11][CH:12]=[CH:13][CH:14]=2)[CH2:9][CH2:8]1.IC.[CH3:27][Si]([N-][Si](C)(C)C)(C)C.[Na+].